Predict which catalyst facilitates the given reaction. From a dataset of Catalyst prediction with 721,799 reactions and 888 catalyst types from USPTO. (1) Reactant: [N:1]1([C:6]2[CH2:11][CH2:10][N:9]([C:12](=[O:14])[CH3:13])[CH2:8][CH:7]=2)[CH2:5][CH2:4][CH2:3][CH2:2]1.[OH:15]/[N:16]=[C:17](\Cl)/[C:18]1[CH:23]=[CH:22][N:21]=[CH:20][CH:19]=1.C(N(CC)CC)C. Product: [N:21]1[CH:22]=[CH:23][C:18]([C:17]2[CH:7]3[CH2:8][N:9]([C:12](=[O:14])[CH3:13])[CH2:10][CH2:11][C:6]3([N:1]3[CH2:2][CH2:3][CH2:4][CH2:5]3)[O:15][N:16]=2)=[CH:19][CH:20]=1. The catalyst class is: 2. (2) Reactant: [F:1][C:2]1[CH:7]=[CH:6][C:5]([C:8]2[CH:13]([OH:14])[CH2:12][N:11]([C:15]3[N:20]=[CH:19][N:18]([CH2:21][C:22]4[S:23][C:24]([C:27]([F:30])([F:29])[F:28])=[CH:25][CH:26]=4)[C:17](=[O:31])[N:16]=3)[CH2:10][CH:9]=2)=[CH:4][CH:3]=1.C(=O)(O)[O-].[Na+].CC(OI1(OC(C)=O)(OC(C)=O)OC(=O)C2C=CC=CC1=2)=O. Product: [F:1][C:2]1[CH:3]=[CH:4][C:5]([C:8]2[C:13](=[O:14])[CH2:12][N:11]([C:15]3[N:20]=[CH:19][N:18]([CH2:21][C:22]4[S:23][C:24]([C:27]([F:28])([F:29])[F:30])=[CH:25][CH:26]=4)[C:17](=[O:31])[N:16]=3)[CH2:10][CH:9]=2)=[CH:6][CH:7]=1. The catalyst class is: 4. (3) Product: [Br:15][C:16]1[C:17]2[N:18]([C:23]([C:26]([NH:47][C:46]3[CH:45]=[CH:44][N:43]=[CH:42][C:41]=3[F:40])=[O:28])=[CH:24][N:25]=2)[N:19]=[C:20]([Cl:22])[CH:21]=1. The catalyst class is: 26. Reactant: ClC1C=C(Cl)C2N(C(C(O)=O)=CN=2)N=1.[Br:15][C:16]1[C:17]2[N:18]([C:23]([C:26]([OH:28])=O)=[CH:24][N:25]=2)[N:19]=[C:20]([Cl:22])[CH:21]=1.CN(C=O)C.C(Cl)(=O)C(Cl)=O.[F:40][C:41]1[CH:42]=[N:43][CH:44]=[CH:45][C:46]=1[NH2:47].CCN(C(C)C)C(C)C.ClC1C=C(Cl)C2N(C(C(NC3C=CN=CC=3F)=O)=CN=2)N=1. (4) The catalyst class is: 144. Reactant: [Cl:1][C:2]1[CH:7]=[CH:6][C:5]([CH2:8][CH:9]([C:18]([NH:20]/[N:21]=[C:22]2\[NH:23][C:24]([F:41])=[CH:25][C:26]([C:28]3[CH:33]=[CH:32][N:31]=[C:30]([NH:34][C:35]4[N:36]([CH3:40])[N:37]=[CH:38][CH:39]=4)[N:29]=3)=[CH:27]\2)=O)[CH2:10][C:11]([O:13][C:14]([CH3:17])([CH3:16])[CH3:15])=[O:12])=[CH:4][CH:3]=1.CCN(C(C)C)C(C)C.C1C=CC(P(C2C=CC=CC=2)C2C=CC=CC=2)=CC=1.BrBr. Product: [Cl:1][C:2]1[CH:7]=[CH:6][C:5]([CH2:8][CH:9]([C:18]2[N:23]3[C:24]([F:41])=[CH:25][C:26]([C:28]4[CH:33]=[CH:32][N:31]=[C:30]([NH:34][C:35]5[N:36]([CH3:40])[N:37]=[CH:38][CH:39]=5)[N:29]=4)=[CH:27][C:22]3=[N:21][N:20]=2)[CH2:10][C:11]([O:13][C:14]([CH3:17])([CH3:16])[CH3:15])=[O:12])=[CH:4][CH:3]=1. (5) Reactant: [F:1][C:2]1[CH:3]=[C:4]([OH:20])[CH:5]=[CH:6][C:7]=1[C:8]1[C:12]([C:13]2[CH:18]=[CH:17][N:16]=[CH:15][CH:14]=2)=[CH:11][N:10]([CH3:19])[N:9]=1.C(=O)([O-])[O-].[Cs+].[Cs+].Cl[CH2:28][C:29]1[CH:38]=[CH:37][C:36]2[C:31](=[CH:32][CH:33]=[CH:34][CH:35]=2)[N:30]=1.[OH-].[Na+]. Product: [F:1][C:2]1[CH:3]=[C:4]([CH:5]=[CH:6][C:7]=1[C:8]1[C:12]([C:13]2[CH:14]=[CH:15][N:16]=[CH:17][CH:18]=2)=[CH:11][N:10]([CH3:19])[N:9]=1)[O:20][CH2:28][C:29]1[CH:38]=[CH:37][C:36]2[C:31](=[CH:32][CH:33]=[CH:34][CH:35]=2)[N:30]=1. The catalyst class is: 9. (6) Reactant: C(OC([N:8]1[CH2:13][CH2:12][CH:11]([N:14]2[C:18]3[CH:19]=[CH:20][CH:21]=[CH:22][C:17]=3[N:16]([CH2:23][C:24]3[N:34]([CH2:35][CH2:36][CH:37]4[CH2:42][CH2:41][CH2:40][CH2:39][CH2:38]4)[C:27]4[N:28]=[C:29]([C:32]#[N:33])[N:30]=[CH:31][C:26]=4[CH:25]=3)[C:15]2=[O:43])[CH2:10][CH2:9]1)=O)(C)(C)C.[F:44][C:45]([F:50])([F:49])[C:46]([OH:48])=[O:47]. Product: [F:44][C:45]([F:50])([F:49])[C:46]([OH:48])=[O:47].[CH:37]1([CH2:36][CH2:35][N:34]2[C:27]3[N:28]=[C:29]([C:32]#[N:33])[N:30]=[CH:31][C:26]=3[CH:25]=[C:24]2[CH2:23][N:16]2[C:17]3[CH:22]=[CH:21][CH:20]=[CH:19][C:18]=3[N:14]([CH:11]3[CH2:12][CH2:13][NH:8][CH2:9][CH2:10]3)[C:15]2=[O:43])[CH2:42][CH2:41][CH2:40][CH2:39][CH2:38]1. The catalyst class is: 4. (7) Reactant: Br[C:2]1[C:3]([NH:9][CH2:10][C:11]([O:13][CH2:14][CH3:15])=[O:12])=[N:4][CH:5]=[C:6]([Br:8])[N:7]=1.[CH:16]([NH2:19])([CH3:18])[CH3:17].C(N(CC)C(C)C)(C)C.CS(C)=O. Product: [Br:8][C:6]1[N:7]=[C:2]([NH:19][CH:16]([CH3:18])[CH3:17])[C:3]([NH:9][CH2:10][C:11]([O:13][CH2:14][CH3:15])=[O:12])=[N:4][CH:5]=1. The catalyst class is: 6.